Predict the reactants needed to synthesize the given product. From a dataset of Full USPTO retrosynthesis dataset with 1.9M reactions from patents (1976-2016). (1) Given the product [CH2:38]([NH:45][C:35](=[O:36])[C@@H:10]([N:11]([C:16]([C:18]1[C:19]([NH:28][CH2:29][C:30]2[O:31][CH:32]=[CH:33][CH:34]=2)=[N:20][C:21]([C:24]([CH3:25])([CH3:27])[CH3:26])=[N:22][CH:23]=1)=[O:17])[CH2:12][CH:13]([CH3:15])[CH3:14])[CH2:9][NH:8][C:6](=[O:7])[O:5][C:1]([CH3:4])([CH3:3])[CH3:2])[C:39]1[CH:44]=[CH:43][CH:42]=[CH:41][CH:40]=1, predict the reactants needed to synthesize it. The reactants are: [C:1]([O:5][C:6]([NH:8][CH2:9][C@@H:10]([C:35](O)=[O:36])[N:11]([C:16]([C:18]1[C:19]([NH:28][CH2:29][C:30]2[O:31][CH:32]=[CH:33][CH:34]=2)=[N:20][C:21]([C:24]([CH3:27])([CH3:26])[CH3:25])=[N:22][CH:23]=1)=[O:17])[CH2:12][CH:13]([CH3:15])[CH3:14])=[O:7])([CH3:4])([CH3:3])[CH3:2].[CH2:38]([NH2:45])[C:39]1[CH:44]=[CH:43][CH:42]=[CH:41][CH:40]=1.C(N(C(C)C)CC)(C)C.F[P-](F)(F)(F)(F)F.ClC(N(C)C)=[N+](C)C. (2) Given the product [CH:1]1([C:7]2[C:8]3[CH:26]=[CH:25][C:24]([C:27]([NH:29][C:30]4([C:34]([NH:36][C:37]5[CH:42]=[CH:41][C:40](/[CH:43]=[CH:44]/[C:45]([OH:47])=[O:46])=[CH:39][CH:38]=5)=[O:35])[CH2:31][CH2:32][CH2:33]4)=[O:28])=[CH:23][C:9]=3[N:10]3[C:16]=2[C:15]2[CH:17]=[CH:18][C:19]([O:21][CH3:22])=[CH:20][C:14]=2[O:13][CH2:12][CH2:11]3)[CH2:2][CH2:3][CH2:4][CH2:5][CH2:6]1, predict the reactants needed to synthesize it. The reactants are: [CH:1]1([C:7]2[C:8]3[CH:26]=[CH:25][C:24]([C:27]([NH:29][C:30]4([C:34]([NH:36][C:37]5[CH:42]=[CH:41][C:40](/[CH:43]=[CH:44]/[C:45]([O:47]CC)=[O:46])=[CH:39][CH:38]=5)=[O:35])[CH2:33][CH2:32][CH2:31]4)=[O:28])=[CH:23][C:9]=3[N:10]3[C:16]=2[C:15]2[CH:17]=[CH:18][C:19]([O:21][CH3:22])=[CH:20][C:14]=2[O:13][CH2:12][CH2:11]3)[CH2:6][CH2:5][CH2:4][CH2:3][CH2:2]1.[OH-].[Na+].Cl.